This data is from Full USPTO retrosynthesis dataset with 1.9M reactions from patents (1976-2016). The task is: Predict the reactants needed to synthesize the given product. (1) Given the product [CH2:14]([N:21]1[CH:25]=[CH:24][N:23]=[C:22]1[CH2:26][CH:8]([C:7](=[O:13])[CH2:6][CH3:5])[C:9](=[O:12])[CH2:10][CH3:11])[C:15]1[CH:16]=[CH:17][CH:18]=[CH:19][CH:20]=1, predict the reactants needed to synthesize it. The reactants are: C([O-])C.[Na+].[CH3:5][CH2:6][C:7](=[O:13])[CH2:8][C:9](=[O:12])[CH2:10][CH3:11].[CH2:14]([N:21]1[CH:25]=[CH:24][N:23]=[C:22]1[CH2:26]Cl)[C:15]1[CH:20]=[CH:19][CH:18]=[CH:17][CH:16]=1.Cl.C(N1C=CN=C1CCl)C1C=CC=CC=1.[I-].[K+]. (2) Given the product [NH2:7][C:10]1([CH2:26][CH2:27][OH:28])[C:23]2[C:18](=[N:19][CH:20]=[C:21]([Br:24])[CH:22]=2)[O:17][C:16]2[C:11]1=[CH:12][C:13]([I:25])=[CH:14][CH:15]=2, predict the reactants needed to synthesize it. The reactants are: [H-].[H-].[H-].[H-].[Li+].[Al+3].[N:7]([C:10]1([CH2:26][C:27](OCC)=[O:28])[C:23]2[C:18](=[N:19][CH:20]=[C:21]([Br:24])[CH:22]=2)[O:17][C:16]2[C:11]1=[CH:12][C:13]([I:25])=[CH:14][CH:15]=2)=[N+]=[N-].O.O.O.O.O.O.O.O.O.O.S([O-])([O-])(=O)=O.[Na+].[Na+]. (3) The reactants are: [C:12]([O:11][C:9](O[C:9]([O:11][C:12]([CH3:15])([CH3:14])[CH3:13])=[O:10])=[O:10])([CH3:15])([CH3:14])[CH3:13].[F:16][C:17]([F:27])([F:26])[C:18]1[CH:23]=[CH:22][CH:21]=[CH:20][C:19]=1[NH:24][NH2:25]. Given the product [C:12]([O:11][C:9]([NH:25][NH:24][C:19]1[CH:20]=[CH:21][CH:22]=[CH:23][C:18]=1[C:17]([F:16])([F:27])[F:26])=[O:10])([CH3:13])([CH3:14])[CH3:15], predict the reactants needed to synthesize it. (4) Given the product [F:13][C:14]1[C:19]([CH:29]([C:30]2[CH:35]=[CH:34][N:33]=[CH:32][CH:31]=2)[OH:36])=[CH:18][CH:17]=[C:16]([F:20])[N:15]=1, predict the reactants needed to synthesize it. The reactants are: C(NC(C)C)(C)C.[Li]CCCC.[F:13][C:14]1[CH:19]=[CH:18][CH:17]=[C:16]([F:20])[N:15]=1.[Li+].CC([N-]C(C)C)C.[CH:29](=[O:36])[C:30]1[CH:35]=[CH:34][N:33]=[CH:32][CH:31]=1.C(O)(=O)C. (5) Given the product [CH2:33]([NH:40][C:9]([CH:11]1[CH2:13][N:12]1[C:14]([C:21]1[CH:26]=[CH:25][CH:24]=[CH:23][CH:22]=1)([C:15]1[CH:16]=[CH:17][CH:18]=[CH:19][CH:20]=1)[C:27]1[CH:28]=[CH:29][CH:30]=[CH:31][CH:32]=1)=[O:8])[C:34]1[CH:39]=[CH:38][CH:37]=[CH:36][CH:35]=1, predict the reactants needed to synthesize it. The reactants are: O=C1CCC(=O)N1[O:8][C:9]([CH:11]1[CH2:13][N:12]1[C:14]([C:27]1[CH:32]=[CH:31][CH:30]=[CH:29][CH:28]=1)([C:21]1[CH:26]=[CH:25][CH:24]=[CH:23][CH:22]=1)[C:15]1[CH:20]=[CH:19][CH:18]=[CH:17][CH:16]=1)=O.[CH2:33]([NH2:40])[C:34]1[CH:39]=[CH:38][CH:37]=[CH:36][CH:35]=1. (6) Given the product [Cl:26][C:22]1[CH:21]=[C:20]([C:18]2[N:19]=[C:15]([N:12]3[C:11]4[CH:30]=[C:7]([O:6][CH2:5][CH2:4][CH2:3][CH2:2][N:43]5[CH2:44][CH2:45][N:40]([CH3:39])[CH2:41][CH2:42]5)[CH:8]=[CH:9][C:10]=4[N:14]=[CH:13]3)[S:16][C:17]=2[C:27]([NH2:29])=[O:28])[CH:25]=[CH:24][CH:23]=1, predict the reactants needed to synthesize it. The reactants are: Cl[CH2:2][CH2:3][CH2:4][CH2:5][O:6][C:7]1[CH:8]=[CH:9][C:10]2[N:14]=[CH:13][N:12]([C:15]3[S:16][C:17]([C:27]([NH2:29])=[O:28])=[C:18]([C:20]4[CH:25]=[CH:24][CH:23]=[C:22]([Cl:26])[CH:21]=4)[N:19]=3)[C:11]=2[CH:30]=1.C(=O)([O-])[O-].[K+].[K+].[I-].[K+].[CH3:39][N:40]1[CH2:45][CH2:44][NH:43][CH2:42][CH2:41]1.